Dataset: Reaction yield outcomes from USPTO patents with 853,638 reactions. Task: Predict the reaction yield, written as a fraction of the theoretical maximum amount of product (1.0 means a 100% yield; for example, 0.34 means a 34% yield). (1) The reactants are [N+:1]([C:4]1[C:5]([C:10](=[O:12])[CH3:11])=[N:6][CH:7]=[CH:8][CH:9]=1)([O-])=O. The catalyst is S([O-])([O-])(=O)=O.[Ba+2].[Pd+2].S([O-])([O-])(=O)=O.C(O)C. The product is [NH2:1][C:4]1[C:5]([C:10](=[O:12])[CH3:11])=[N:6][CH:7]=[CH:8][CH:9]=1. The yield is 0.950. (2) The reactants are [P:1](Cl)(Cl)(=[O:9])[O:2][C:3]1[CH:8]=[CH:7][CH:6]=[CH:5][CH:4]=1.[Cl:12][C:13]1[CH:18]=[C:17]([Cl:19])[CH:16]=[CH:15][C:14]=1[OH:20].C(N(CC)CC)C.[CH:28]([O:31][C:32](=[O:36])[C@H:33]([CH3:35])[NH2:34])([CH3:30])[CH3:29]. The catalyst is C(Cl)Cl.C(OCC)(=O)C.CCCCCC. The product is [Cl:12][C:13]1[CH:18]=[C:17]([Cl:19])[CH:16]=[CH:15][C:14]=1[O:20][P:1]([NH:34][C@@H:33]([CH3:35])[C:32]([O:31][CH:28]([CH3:30])[CH3:29])=[O:36])([O:2][C:3]1[CH:8]=[CH:7][CH:6]=[CH:5][CH:4]=1)=[O:9]. The yield is 0.660. (3) The reactants are [Br:1][C:2]1[CH:3]=[C:4]2[C@:15]3([N:20]=[C:19]([NH2:21])[CH2:18][O:17][CH2:16]3)[C:14]3[CH:13]=[C:12](Cl)[N:11]=[CH:10][C:9]=3[O:8][C:5]2=[CH:6][CH:7]=1.[CH3:23][O-:24].[Na+]. The catalyst is CS(C)=O. The product is [Br:1][C:2]1[CH:3]=[C:4]2[C@:15]3([N:20]=[C:19]([NH2:21])[CH2:18][O:17][CH2:16]3)[C:14]3[CH:13]=[C:12]([O:24][CH3:23])[N:11]=[CH:10][C:9]=3[O:8][C:5]2=[CH:6][CH:7]=1. The yield is 0.618. (4) The reactants are [N:1]1[CH:6]=[CH:5][CH:4]=[CH:3][C:2]=1[O:7][C:8]1[CH:15]=[CH:14][C:11]([CH:12]=O)=[CH:10][CH:9]=1.[N+:16]([CH3:19])([O-:18])=[O:17].C([O-])(=O)C.[NH4+].C(O)(=O)C. The catalyst is O. The product is [N+:16](/[CH:19]=[CH:12]/[C:11]1[CH:14]=[CH:15][C:8]([O:7][C:2]2[CH:3]=[CH:4][CH:5]=[CH:6][N:1]=2)=[CH:9][CH:10]=1)([O-:18])=[O:17]. The yield is 0.870.